Dataset: TCR-epitope binding with 47,182 pairs between 192 epitopes and 23,139 TCRs. Task: Binary Classification. Given a T-cell receptor sequence (or CDR3 region) and an epitope sequence, predict whether binding occurs between them. (1) The epitope is HTTDPSFLGRY. The TCR CDR3 sequence is CASSPERGVSYEQYF. Result: 1 (the TCR binds to the epitope). (2) The epitope is YLDAYNMMI. The TCR CDR3 sequence is CASGPGLAGADTQYF. Result: 0 (the TCR does not bind to the epitope). (3) The epitope is RPPIFIRRL. The TCR CDR3 sequence is CASSVGTGDHQPQHF. Result: 0 (the TCR does not bind to the epitope). (4) The epitope is SLYNTVATL. The TCR CDR3 sequence is CASSQEQATNEQFF. Result: 0 (the TCR does not bind to the epitope).